This data is from Full USPTO retrosynthesis dataset with 1.9M reactions from patents (1976-2016). The task is: Predict the reactants needed to synthesize the given product. (1) Given the product [F:1][C:2]([F:37])([F:36])[C:3]1[CH:4]=[C:5]([CH:29]=[C:30]([C:32]([F:33])([F:34])[F:35])[CH:31]=1)[CH2:6][O:7][CH2:8][CH:9]([N:16]1[CH2:21][CH2:20][N:19]([CH2:22][CH2:23][O:24][CH2:25][C:26]([NH:47][S:44]([C:38]2[CH:43]=[CH:42][CH:41]=[CH:40][CH:39]=2)(=[O:46])=[O:45])=[O:28])[CH2:18][CH2:17]1)[C:10]1[CH:11]=[CH:12][CH:13]=[CH:14][CH:15]=1, predict the reactants needed to synthesize it. The reactants are: [F:1][C:2]([F:37])([F:36])[C:3]1[CH:4]=[C:5]([CH:29]=[C:30]([C:32]([F:35])([F:34])[F:33])[CH:31]=1)[CH2:6][O:7][CH2:8][CH:9]([N:16]1[CH2:21][CH2:20][N:19]([CH2:22][CH2:23][O:24][CH2:25][C:26]([OH:28])=O)[CH2:18][CH2:17]1)[C:10]1[CH:15]=[CH:14][CH:13]=[CH:12][CH:11]=1.[C:38]1([S:44]([NH2:47])(=[O:46])=[O:45])[CH:43]=[CH:42][CH:41]=[CH:40][CH:39]=1.CCN=C=NCCCN(C)C. (2) Given the product [CH3:15][N:12]1[C:13](=[S:14])[NH:11][N:10]=[C:8]1[C:6]1[CH:5]=[CH:4][NH:3][C:2](=[O:1])[CH:7]=1, predict the reactants needed to synthesize it. The reactants are: [O:1]=[C:2]1[CH:7]=[C:6]([C:8]([NH:10][NH2:11])=O)[CH:5]=[CH:4][NH:3]1.[N:12]([CH3:15])=[C:13]=[S:14].[OH-].[Na+].CC(O)=O.